Dataset: Full USPTO retrosynthesis dataset with 1.9M reactions from patents (1976-2016). Task: Predict the reactants needed to synthesize the given product. (1) Given the product [Br:1][C:2]1[CH:3]=[CH:4][CH:5]=[C:6]([C:8]([N:14]2[CH:15]=[CH:16][N:17]=[CH:13]2)=[O:10])[N:7]=1, predict the reactants needed to synthesize it. The reactants are: [Br:1][C:2]1[N:7]=[C:6]([C:8]([OH:10])=O)[CH:5]=[CH:4][CH:3]=1.C([C:13]1[NH:14][CH:15]=[CH:16][N:17]=1)([C:13]1[NH:14][CH:15]=[CH:16][N:17]=1)=O. (2) Given the product [F:1][C:2]1[CH:11]=[C:10]2[C:5]([N:6]=[CH:7][C:8](=[O:12])[N:9]2[CH2:15][CH:14]=[CH2:13])=[CH:4][CH:3]=1, predict the reactants needed to synthesize it. The reactants are: [F:1][C:2]1[CH:11]=[C:10]2[C:5]([N:6]=[CH:7][C:8](=[O:12])[NH:9]2)=[CH:4][CH:3]=1.[CH2:13](I)[CH:14]=[CH2:15].C(=O)([O-])[O-].[K+].[K+]. (3) Given the product [CH2:21]([O:20][C:18]([NH:1][CH2:2][C:3]1[CH:8]=[CH:7][CH:6]=[CH:5][C:4]=1[CH2:9][C:10]([O:12][C:13]([CH3:16])([CH3:15])[CH3:14])=[O:11])=[O:19])[C:22]1[CH:27]=[CH:26][CH:25]=[CH:24][CH:23]=1, predict the reactants needed to synthesize it. The reactants are: [NH2:1][CH2:2][C:3]1[CH:8]=[CH:7][CH:6]=[CH:5][C:4]=1[CH2:9][C:10]([O:12][C:13]([CH3:16])([CH3:15])[CH3:14])=[O:11].Cl[C:18]([O:20][CH2:21][C:22]1[CH:27]=[CH:26][CH:25]=[CH:24][CH:23]=1)=[O:19].